Predict which catalyst facilitates the given reaction. From a dataset of Catalyst prediction with 721,799 reactions and 888 catalyst types from USPTO. Reactant: N1C=CN=C1.C1(P(C2C=CC=CC=2)C2C=CC=CC=2)C=CC=CC=1.[I:25]I.[C:27]([O:31][C:32](=[O:42])[NH:33][C:34]1[CH:39]=[CH:38][CH:37]=[CH:36][C:35]=1[CH2:40]O)([CH3:30])([CH3:29])[CH3:28]. Product: [C:27]([O:31][C:32](=[O:42])[NH:33][C:34]1[CH:39]=[CH:38][CH:37]=[CH:36][C:35]=1[CH2:40][I:25])([CH3:30])([CH3:29])[CH3:28]. The catalyst class is: 2.